From a dataset of Catalyst prediction with 721,799 reactions and 888 catalyst types from USPTO. Predict which catalyst facilitates the given reaction. (1) Reactant: O.O.[K].[CH3:4][C:5]1[CH:6]=[C:7]([NH:11][C:12]2[CH:17]=[CH:16][N:15]=[CH:14][C:13]=2[S:18]([NH2:21])(=[O:20])=[O:19])[CH:8]=[CH:9][CH:10]=1.[CH:22]([N:25]=[C:26]=[O:27])([CH3:24])[CH3:23]. Product: [CH3:4][C:5]1[CH:6]=[C:7]([NH:11][C:12]2[CH:17]=[CH:16][N:15]=[CH:14][C:13]=2[S:18]([NH:21][C:26]([NH:25][CH:22]([CH3:24])[CH3:23])=[O:27])(=[O:20])=[O:19])[CH:8]=[CH:9][CH:10]=1. The catalyst class is: 15. (2) Reactant: Cl[C:2]1[C:11]2[C:6](=[CH:7][C:8]([O:14][CH2:15][CH2:16][CH2:17][N:18]3[CH2:23][CH2:22][S:21](=[O:25])(=[O:24])[CH2:20][CH2:19]3)=[C:9]([O:12][CH3:13])[CH:10]=2)[N:5]=[CH:4][N:3]=1.C(=O)([O-])[O-].[K+].[K+].[OH:32][C:33]1[CH:42]=[C:41]2[C:36]([CH:37]=[CH:38][CH:39]=[N:40]2)=[CH:35][CH:34]=1.[OH-].[Na+]. Product: [O:24]=[S:21]1(=[O:25])[CH2:22][CH2:23][N:18]([CH2:17][CH2:16][CH2:15][O:14][C:8]2[CH:7]=[C:6]3[C:11]([C:2]([O:32][C:33]4[CH:42]=[C:41]5[C:36]([CH:37]=[CH:38][CH:39]=[N:40]5)=[CH:35][CH:34]=4)=[N:3][CH:4]=[N:5]3)=[CH:10][C:9]=2[O:12][CH3:13])[CH2:19][CH2:20]1. The catalyst class is: 3. (3) Reactant: [CH2:1]([O:8][C:9]([NH:11][CH2:12][C:13](=N)OC)=[O:10])[C:2]1[CH:7]=[CH:6][CH:5]=[CH:4][CH:3]=1.[CH2:17]([O:24][C:25]1[CH:34]=[CH:33][C:28]([C:29]([NH:31][NH2:32])=[O:30])=[CH:27][CH:26]=1)[C:18]1[CH:23]=[CH:22][CH:21]=[CH:20][CH:19]=1. Product: [CH2:17]([O:24][C:25]1[CH:26]=[CH:27][C:28]([C:29]2[O:30][C:13]([CH2:12][NH:11][C:9](=[O:10])[O:8][CH2:1][C:2]3[CH:7]=[CH:6][CH:5]=[CH:4][CH:3]=3)=[N:32][N:31]=2)=[CH:33][CH:34]=1)[C:18]1[CH:19]=[CH:20][CH:21]=[CH:22][CH:23]=1. The catalyst class is: 5. (4) Reactant: [C:1]([O:5][C:6]([C:8]1[S:9][C:10]([CH2:13][NH:14][CH2:15][CH:16]([CH3:18])[CH3:17])=[CH:11][CH:12]=1)=[O:7])([CH3:4])([CH3:3])[CH3:2].[CH3:19][O:20][C:21](=[O:38])[C@H:22]([CH2:33][C:34]([O:36][CH3:37])=[O:35])[NH:23][C:24](OC1C=CC=CC=1)=[O:25].C(N(CC)C(C)C)(C)C. Product: [CH3:19][O:20][C:21](=[O:38])[C@H:22]([CH2:33][C:34]([O:36][CH3:37])=[O:35])[NH:23][C:24]([N:14]([CH2:13][C:10]1[S:9][C:8]([C:6]([O:5][C:1]([CH3:4])([CH3:3])[CH3:2])=[O:7])=[CH:12][CH:11]=1)[CH2:15][CH:16]([CH3:18])[CH3:17])=[O:25]. The catalyst class is: 10. (5) Reactant: [CH2:1]([O:8][C:9]([N:11]1[CH2:15][CH2:14][CH2:13][C@H:12]1[C:16]1[N:17]=[C:18]2[C:23](Br)=[CH:22][CH:21]=[CH:20][N:19]2[CH:25]=1)=[O:10])[C:2]1[CH:7]=[CH:6][CH:5]=[CH:4][CH:3]=1.[C:26]1([CH3:35])[CH:31]=[CH:30][CH:29]=[CH:28][C:27]=1B(O)O.C(=O)([O-])[O-].[K+].[K+]. Product: [C:26]1([CH3:35])[CH:31]=[CH:30][CH:29]=[CH:28][C:27]=1[C:23]1[C:18]2[N:19]([CH:25]=[C:16]([C@@H:12]3[CH2:13][CH2:14][CH2:15][N:11]3[C:9]([O:8][CH2:1][C:2]3[CH:7]=[CH:6][CH:5]=[CH:4][CH:3]=3)=[O:10])[N:17]=2)[CH:20]=[CH:21][CH:22]=1. The catalyst class is: 73. (6) Reactant: [N:1]1([C:10]([NH:12][C:13]2[CH:18]=[CH:17][C:16]([CH2:19][C:20]([O:22]C)=[O:21])=[CH:15][C:14]=2[O:24][CH3:25])=[O:11])[C:9]2[C:4](=[CH:5][CH:6]=[CH:7][CH:8]=2)[CH2:3][CH2:2]1.[OH-].[Na+]. Product: [N:1]1([C:10]([NH:12][C:13]2[CH:18]=[CH:17][C:16]([CH2:19][C:20]([OH:22])=[O:21])=[CH:15][C:14]=2[O:24][CH3:25])=[O:11])[C:9]2[C:4](=[CH:5][CH:6]=[CH:7][CH:8]=2)[CH2:3][CH2:2]1. The catalyst class is: 24. (7) Product: [NH2:1][C:2]1[CH:10]=[C:9]([F:11])[CH:8]=[CH:7][C:3]=1[C:4]([NH:15][CH3:12])=[O:5]. Reactant: [NH2:1][C:2]1[CH:10]=[C:9]([F:11])[CH:8]=[CH:7][C:3]=1[C:4](O)=[O:5].[CH:12]([N:15](C(C)C)CC)(C)C.C1CN([P+](ON2N=NC3C=CC=CC2=3)(N2CCCC2)N2CCCC2)CC1.F[P-](F)(F)(F)(F)F.CN.C1COCC1. The catalyst class is: 2. (8) Reactant: CC(OI1(OC(C)=O)(OC(C)=O)OC(=O)C2C1=CC=CC=2)=O.[F:23][C:24]1[C:29]([F:30])=[CH:28][CH:27]=[CH:26][C:25]=1[C@@H:31]1[CH2:42][CH2:41][C@@H:40]([OH:43])[C:34]2=[N+:35]([O-:39])[CH:36]=[CH:37][CH:38]=[C:33]2[CH2:32]1. Product: [F:23][C:24]1[C:29]([F:30])=[CH:28][CH:27]=[CH:26][C:25]=1[C@@H:31]1[CH2:42][CH2:41][C:40](=[O:43])[C:34]2=[N+:35]([O-:39])[CH:36]=[CH:37][CH:38]=[C:33]2[CH2:32]1. The catalyst class is: 2. (9) Reactant: C(CNCC(O[C:15]([C:17]1([C:20]2[CH:25]=[CH:24][C:23]([C:26]3[CH:31]=[CH:30][C:29]([Cl:32])=[C:28]([Cl:33])[CH:27]=3)=[C:22]([F:34])[CH:21]=2)[CH2:19][CH2:18]1)=[O:16])CNCC(=O)C)(=O)C.C([CH2:38][NH:39][CH2:40][CH:41]([O:65][C:66](=[O:68])[CH3:67])[CH2:42][NH:43][CH2:44][C:45]([C:47]1(C2C=CC(C3C=CC(Cl)=C(Cl)C=3)=C(F)C=2)CC1)=[O:46])(=O)C. Product: [C:45]([CH2:44][NH:43][CH2:42][CH:41]([O:65][C:66](=[O:68])[CH3:67])[CH2:40][N:39]([C:15]([C:17]1([C:20]2[CH:25]=[CH:24][C:23]([C:26]3[CH:31]=[CH:30][C:29]([Cl:32])=[C:28]([Cl:33])[CH:27]=3)=[C:22]([F:34])[CH:21]=2)[CH2:19][CH2:18]1)=[O:16])[CH3:38])(=[O:46])[CH3:47]. The catalyst class is: 142.